This data is from Full USPTO retrosynthesis dataset with 1.9M reactions from patents (1976-2016). The task is: Predict the reactants needed to synthesize the given product. Given the product [CH2:30]([NH:29][C:27]([C:26]1[CH:32]=[CH:33][C:23]2[N:22]=[CH:35][N:34]([CH3:1])[C:24]=2[CH:25]=1)=[O:28])[CH3:31], predict the reactants needed to synthesize it. The reactants are: [CH:1](OCC)(OCC)OCC.C1(C)C=CC(S(O)(=O)=O)=CC=1.[NH2:22][C:23]1[CH:33]=[CH:32][C:26]([C:27]([NH:29][CH2:30][CH3:31])=[O:28])=[CH:25][C:24]=1[NH:34][CH3:35].